This data is from Peptide-MHC class II binding affinity with 134,281 pairs from IEDB. The task is: Regression. Given a peptide amino acid sequence and an MHC pseudo amino acid sequence, predict their binding affinity value. This is MHC class II binding data. (1) The peptide sequence is ALFSGVSWVMKIGIG. The MHC is DRB1_0401 with pseudo-sequence DRB1_0401. The binding affinity (normalized) is 0.649. (2) The peptide sequence is LQGPFNFRFLTEKGM. The MHC is DRB3_0202 with pseudo-sequence DRB3_0202. The binding affinity (normalized) is 0.0558. (3) The MHC is HLA-DPA10201-DPB10101 with pseudo-sequence HLA-DPA10201-DPB10101. The binding affinity (normalized) is 0.663. The peptide sequence is LISRVLDGLVMTTIS. (4) The binding affinity (normalized) is 0. The MHC is DRB1_0901 with pseudo-sequence DRB1_0901. The peptide sequence is TLSVTFIGAAPLILSY. (5) The peptide sequence is EAKITMLTNGQCQNI. The MHC is DRB1_0802 with pseudo-sequence DRB1_0802. The binding affinity (normalized) is 0.661. (6) The peptide sequence is LVTVNPIASTNDDEV. The MHC is DRB1_0701 with pseudo-sequence DRB1_0701. The binding affinity (normalized) is 0.205. (7) The binding affinity (normalized) is 0.408. The peptide sequence is GTVVLTATFALGAAL. The MHC is DRB1_0701 with pseudo-sequence DRB1_0701. (8) The peptide sequence is TEDQAMEDIKQMEAESIS. The MHC is HLA-DQA10101-DQB10501 with pseudo-sequence HLA-DQA10101-DQB10501. The binding affinity (normalized) is 0.671. (9) The peptide sequence is ATSPTAEGGKATTEE. The MHC is DRB1_0802 with pseudo-sequence DRB1_0802. The binding affinity (normalized) is 0.